This data is from Reaction yield outcomes from USPTO patents with 853,638 reactions. The task is: Predict the reaction yield, written as a fraction of the theoretical maximum amount of product (1.0 means a 100% yield; for example, 0.34 means a 34% yield). (1) The reactants are [NH2:1][C:2]1[C:3]([C:25](OCC)=[O:26])=[N:4][C:5]([NH:17][C@H:18]2[CH2:23][CH2:22][C@H:21]([OH:24])[CH2:20][CH2:19]2)=[N:6][C:7]=1[NH:8][C:9]1[CH:14]=[CH:13][CH:12]=[CH:11][C:10]=1[O:15][CH3:16].O[C@H]1CC[C@H]([NH:37]C2N=C(C(OCC)=O)C([N+]([O-])=O)=C(NC3C=CC=CC=3OC)N=2)CC1.[CH2:61]([OH:63])C. The catalyst is [Pd]. The product is [OH:24][C@H:21]1[CH2:22][CH2:23][C@H:18]([NH:17][C:5]2[N:6]=[C:7]3[C:2]([NH:1][C:61](=[O:63])[N:8]3[C:9]3[CH:14]=[CH:13][CH:12]=[CH:11][C:10]=3[O:15][CH3:16])=[C:3]([C:25]([NH2:37])=[O:26])[N:4]=2)[CH2:19][CH2:20]1. The yield is 0.700. (2) The product is [CH3:1][CH:2]1[CH2:6][CH2:5][CH2:4][N:3]1[CH2:7][CH2:8][CH2:9][O:10][C:11]1[CH:16]=[CH:15][C:14]([C:17]2[S:18][C:19]3[CH2:25][CH2:24][CH2:23][CH:22]([NH:26][C:34](=[O:36])[CH3:35])[C:20]=3[N:21]=2)=[CH:13][CH:12]=1. The yield is 0.460. The catalyst is ClCCl. The reactants are [CH3:1][CH:2]1[CH2:6][CH2:5][CH2:4][N:3]1[CH2:7][CH2:8][CH2:9][O:10][C:11]1[CH:16]=[CH:15][C:14]([C:17]2[S:18][C:19]3[CH2:25][CH2:24][CH2:23][CH:22]([NH2:26])[C:20]=3[N:21]=2)=[CH:13][CH:12]=1.C(N(CC)CC)C.[C:34](Cl)(=[O:36])[CH3:35]. (3) The reactants are [C:1]([C:3]1[CH:8]=[CH:7][C:6]([C@@H:9]([NH:14][CH2:15][C:16]2[CH:21]=[N:20][C:19]([CH3:22])=[C:18]3[O:23]C(C)(C)[O:25][CH2:26][C:17]=23)[CH2:10][C:11]([OH:13])=[O:12])=[CH:5][CH:4]=1)#[N:2].C(O)=O. The catalyst is O. The product is [C:1]([C:3]1[CH:4]=[CH:5][C:6]([C@@H:9]([NH:14][CH2:15][C:16]2[CH:21]=[N:20][C:19]([CH3:22])=[C:18]([OH:23])[C:17]=2[CH2:26][OH:25])[CH2:10][C:11]([OH:13])=[O:12])=[CH:7][CH:8]=1)#[N:2]. The yield is 0.730. (4) The reactants are [Cl:1][C:2]1[CH:7]=[CH:6][C:5]([NH:8][C:9](=[O:17])OC2C=CC=CC=2)=[CH:4][C:3]=1[C:18]1[CH:19]=[N:20][CH:21]=[CH:22][CH:23]=1.[CH3:24][O:25][C:26]1[CH:27]=[C:28]2[C:32](=[CH:33][C:34]=1[C:35]([F:38])([F:37])[F:36])[NH:31][CH2:30][CH2:29]2. The catalyst is CN(C)C=O. The product is [Cl:1][C:2]1[CH:7]=[CH:6][C:5]([NH:8][C:9]([N:31]2[C:32]3[C:28](=[CH:27][C:26]([O:25][CH3:24])=[C:34]([C:35]([F:37])([F:38])[F:36])[CH:33]=3)[CH2:29][CH2:30]2)=[O:17])=[CH:4][C:3]=1[C:18]1[CH:19]=[N:20][CH:21]=[CH:22][CH:23]=1. The yield is 0.360. (5) The catalyst is [Pd].O.C(O)C. The product is [CH3:1][N:2]1[C@@H:19]2[CH2:20][C:7]3[CH:8]=[CH:9][C:10]([O:22][CH3:23])=[C:11]4[O:12][C@H:13]5[C:14]([CH2:16][CH2:17][C@:18]2([OH:21])[C@:5]5([C:6]=34)[CH2:4][CH2:3]1)=[O:15].[ClH:24]. The yield is 0.796. The reactants are [CH3:1][N:2]1[C@@H:19]2[CH2:20][C:7]3[CH:8]=[CH:9][C:10]([O:22][CH3:23])=[C:11]4[O:12][C@H:13]5[C:14]([CH2:16][CH2:17][C@:18]2([OH:21])[C@:5]5([C:6]=34)[CH2:4][CH2:3]1)=[O:15].[ClH:24].[H][H].